Dataset: NCI-60 drug combinations with 297,098 pairs across 59 cell lines. Task: Regression. Given two drug SMILES strings and cell line genomic features, predict the synergy score measuring deviation from expected non-interaction effect. (1) Drug 1: C1=NC2=C(N1)C(=S)N=C(N2)N. Drug 2: C1=CC=C(C=C1)NC(=O)CCCCCCC(=O)NO. Cell line: HOP-62. Synergy scores: CSS=45.6, Synergy_ZIP=3.53, Synergy_Bliss=2.74, Synergy_Loewe=2.83, Synergy_HSA=5.88. (2) Cell line: NCI/ADR-RES. Synergy scores: CSS=-0.243, Synergy_ZIP=2.01, Synergy_Bliss=2.04, Synergy_Loewe=-3.72, Synergy_HSA=-2.72. Drug 1: COC1=CC(=CC(=C1O)OC)C2C3C(COC3=O)C(C4=CC5=C(C=C24)OCO5)OC6C(C(C7C(O6)COC(O7)C8=CC=CS8)O)O. Drug 2: CN1C(=O)N2C=NC(=C2N=N1)C(=O)N. (3) Drug 1: C1=CC(=CC=C1CCC2=CNC3=C2C(=O)NC(=N3)N)C(=O)NC(CCC(=O)O)C(=O)O. Drug 2: CCC1(CC2CC(C3=C(CCN(C2)C1)C4=CC=CC=C4N3)(C5=C(C=C6C(=C5)C78CCN9C7C(C=CC9)(C(C(C8N6C)(C(=O)OC)O)OC(=O)C)CC)OC)C(=O)OC)O.OS(=O)(=O)O. Cell line: SK-OV-3. Synergy scores: CSS=38.3, Synergy_ZIP=-7.41, Synergy_Bliss=-7.19, Synergy_Loewe=-2.42, Synergy_HSA=-1.96. (4) Drug 1: CC12CCC3C(C1CCC2=O)CC(=C)C4=CC(=O)C=CC34C. Drug 2: C1=CC(=CC=C1CC(C(=O)O)N)N(CCCl)CCCl.Cl. Cell line: CAKI-1. Synergy scores: CSS=48.9, Synergy_ZIP=2.95, Synergy_Bliss=0.515, Synergy_Loewe=-9.22, Synergy_HSA=3.41. (5) Drug 1: C1=NC2=C(N=C(N=C2N1C3C(C(C(O3)CO)O)F)Cl)N. Cell line: HS 578T. Drug 2: C(CCl)NC(=O)N(CCCl)N=O. Synergy scores: CSS=13.6, Synergy_ZIP=-0.609, Synergy_Bliss=-0.672, Synergy_Loewe=-1.15, Synergy_HSA=-2.35. (6) Drug 1: CC12CCC(CC1=CCC3C2CCC4(C3CC=C4C5=CN=CC=C5)C)O. Drug 2: C1=NC2=C(N=C(N=C2N1C3C(C(C(O3)CO)O)F)Cl)N. Cell line: SNB-75. Synergy scores: CSS=0.427, Synergy_ZIP=-0.841, Synergy_Bliss=-0.452, Synergy_Loewe=-0.855, Synergy_HSA=-0.758.